Dataset: Forward reaction prediction with 1.9M reactions from USPTO patents (1976-2016). Task: Predict the product of the given reaction. (1) Given the reactants C(N(CC)CC)C.[NH2:8][C:9]1[N:17]=[C:16]([F:18])[CH:15]=[CH:14][C:10]=1[C:11]([OH:13])=O.[CH3:19][C:20]1[CH:25]=[CH:24][C:23]([O:26][C:27]2[CH:34]=[CH:33][C:30]([CH2:31][NH2:32])=[CH:29][CH:28]=2)=[CH:22][CH:21]=1.CN([P+](ON1N=NC2C=CC=CC1=2)(N(C)C)N(C)C)C.F[P-](F)(F)(F)(F)F, predict the reaction product. The product is: [CH3:19][C:20]1[CH:25]=[CH:24][C:23]([O:26][C:27]2[CH:34]=[CH:33][C:30]([CH2:31][NH:32][C:11](=[O:13])[C:10]3[CH:14]=[CH:15][C:16]([F:18])=[N:17][C:9]=3[NH2:8])=[CH:29][CH:28]=2)=[CH:22][CH:21]=1. (2) Given the reactants Br[C:2]1[CH:35]=[CH:34][C:5]([CH2:6][C:7]2[N:8]([C:20]3[CH:25]=[CH:24][C:23]([N:26]4[S:30](=[O:32])(=[O:31])[NH:29][C:28](=[O:33])[CH2:27]4)=[CH:22][CH:21]=3)[CH:9]=[C:10]([C:12]3[CH:17]=[CH:16][C:15]([Cl:18])=[CH:14][C:13]=3[Cl:19])[N:11]=2)=[CH:4][CH:3]=1.[CH:36]1([CH2:41][O:42][C:43]2[CH:44]=[C:45](B(O)O)[CH:46]=[CH:47][CH:48]=2)[CH2:40][CH2:39][CH2:38][CH2:37]1, predict the reaction product. The product is: [CH:36]1([CH2:41][O:42][C:43]2[CH:44]=[C:45]([C:2]3[CH:35]=[CH:34][C:5]([CH2:6][C:7]4[N:8]([C:20]5[CH:21]=[CH:22][C:23]([N:26]6[S:30](=[O:31])(=[O:32])[NH:29][C:28](=[O:33])[CH2:27]6)=[CH:24][CH:25]=5)[CH:9]=[C:10]([C:12]5[CH:17]=[CH:16][C:15]([Cl:18])=[CH:14][C:13]=5[Cl:19])[N:11]=4)=[CH:4][CH:3]=3)[CH:46]=[CH:47][CH:48]=2)[CH2:37][CH2:38][CH2:39][CH2:40]1. (3) Given the reactants [CH3:1][O:2][C:3]1[CH:4]=[C:5]2[C:10](=[CH:11][C:12]=1[O:13][CH3:14])[N:9]=[CH:8][CH:7]=[C:6]2[O:15][C:16]1[C:22]([CH3:23])=[CH:21][C:19]([NH2:20])=[C:18]([CH3:24])[CH:17]=1.C1(C)C=CC=CC=1.C(N(CC)CC)C.ClC(Cl)(O[C:43](=[O:49])[O:44][C:45](Cl)(Cl)Cl)Cl.[CH3:51][O:52][C:53]1[CH:63]=[CH:62][CH:61]=[CH:60][C:54]=1[O:55][CH2:56][CH2:57]CO, predict the reaction product. The product is: [CH3:1][O:2][C:3]1[CH:4]=[C:5]2[C:10](=[CH:11][C:12]=1[O:13][CH3:14])[N:9]=[CH:8][CH:7]=[C:6]2[O:15][C:16]1[C:22]([CH3:23])=[CH:21][C:19]([NH:20][C:43](=[O:49])[O:44][CH2:45][CH2:57][CH2:56][O:55][C:54]2[CH:60]=[CH:61][CH:62]=[CH:63][C:53]=2[O:52][CH3:51])=[C:18]([CH3:24])[CH:17]=1. (4) The product is: [Cl:1][C:2]1[C:11]([OH:12])=[C:10]([OH:14])[CH:9]=[C:8]2[C:3]=1[CH2:4][CH2:5][NH:6][C:7]2=[O:16]. Given the reactants [Cl:1][C:2]1[C:11]([O:12]C)=[C:10]([O:14]C)[CH:9]=[C:8]2[C:3]=1[CH2:4][CH2:5][NH:6][C:7]2=[O:16], predict the reaction product. (5) Given the reactants C(=O)([O-])[O-].[Na+].[Na+].I[C:8]1[CH:13]=[CH:12][C:11]([Br:14])=[CH:10][CH:9]=1.[CH:15]1[C:23]2[C:22]3[CH:24]=[CH:25][CH:26]=[CH:27][C:21]=3[O:20][C:19]=2[C:18](B(O)O)=[CH:17][CH:16]=1, predict the reaction product. The product is: [Br:14][C:11]1[CH:12]=[CH:13][C:8]([C:27]2[C:21]3[O:20][C:19]4[CH:18]=[CH:17][CH:16]=[CH:15][C:23]=4[C:22]=3[CH:24]=[CH:25][CH:26]=2)=[CH:9][CH:10]=1. (6) The product is: [C:1]12([C:11]3[CH:12]=[C:13]([C:19]4[CH:20]=[C:21]([CH:24]=[CH:25][C:26]=4[N:27]([CH3:29])[CH3:28])[CH:22]=[C:36]4[S:30][C:31]([N:37]5[CH2:41][CH2:40][CH2:39][CH2:38]5)=[N:33][C:34]4=[O:35])[CH:14]=[C:15]([F:18])[C:16]=3[OH:17])[CH2:8][CH:7]3[CH2:6][CH:5]([CH2:4][CH:3]([CH2:9]3)[CH2:2]1)[CH2:10]2. Given the reactants [C:1]12([C:11]3[CH:12]=[C:13]([C:19]4[CH:20]=[C:21]([CH:24]=[CH:25][C:26]=4[N:27]([CH3:29])[CH3:28])[CH:22]=O)[CH:14]=[C:15]([F:18])[C:16]=3[OH:17])[CH2:10][CH:5]3[CH2:6][CH:7]([CH2:9][CH:3]([CH2:4]3)[CH2:2]1)[CH2:8]2.[S:30]1[CH2:36][C:34](=[O:35])[NH:33][C:31]1=S.[NH:37]1[CH2:41][CH2:40][CH2:39][CH2:38]1, predict the reaction product. (7) Given the reactants [NH2:1][C:2]1[C:13]([CH3:14])=[CH:12][C:11]([Br:15])=[CH:10][C:3]=1[C:4]([NH:6][CH:7]([CH3:9])[CH3:8])=[O:5].[C:16](Cl)(Cl)=[O:17].C1(C)C=CC=CC=1, predict the reaction product. The product is: [Br:15][C:11]1[CH:10]=[C:3]2[C:2](=[C:13]([CH3:14])[CH:12]=1)[NH:1][C:16](=[O:17])[N:6]([CH:7]([CH3:9])[CH3:8])[C:4]2=[O:5].